This data is from Reaction yield outcomes from USPTO patents with 853,638 reactions. The task is: Predict the reaction yield, written as a fraction of the theoretical maximum amount of product (1.0 means a 100% yield; for example, 0.34 means a 34% yield). (1) The reactants are [C:1]([NH:4][CH2:5][C:6]1[CH:11]=[CH:10][C:9]([S:12]([O-:14])=[O:13])=[CH:8][CH:7]=1)(=[O:3])[CH3:2].[Na+].[CH:16]([N:19]1[CH:23]=[C:22](B(O)O)[CH:21]=[N:20]1)([CH3:18])[CH3:17].C(=O)([O-])[O-].[K+].[K+]. The catalyst is CS(C)=O.C([O-])(=O)C.[Cu+2].C([O-])(=O)C. The product is [CH:16]([N:19]1[CH:23]=[C:22]([S:12]([C:9]2[CH:10]=[CH:11][C:6]([CH2:5][NH:4][C:1](=[O:3])[CH3:2])=[CH:7][CH:8]=2)(=[O:14])=[O:13])[CH:21]=[N:20]1)([CH3:18])[CH3:17]. The yield is 0.450. (2) The reactants are C(N(CC)CC)C.[Cl:8][C:9]1[C:10](=[O:30])[NH:11][C:12]([C:15]([C:22]2[CH:27]=[CH:26][C:25]([CH2:28][CH3:29])=[CH:24][CH:23]=2)=[CH:16][C@H:17]2[CH2:21][CH2:20][CH2:19][NH:18]2)=[CH:13][CH:14]=1.[C:31](Cl)(=[O:33])[CH3:32].O. The catalyst is C(Cl)Cl. The product is [C:31]([N:18]1[CH2:19][CH2:20][CH2:21][C@@H:17]1/[CH:16]=[C:15](/[C:12]1[NH:11][C:10](=[O:30])[C:9]([Cl:8])=[CH:14][CH:13]=1)\[C:22]1[CH:27]=[CH:26][C:25]([CH2:28][CH3:29])=[CH:24][CH:23]=1)(=[O:33])[CH3:32]. The yield is 0.230.